This data is from Peptide-MHC class I binding affinity with 185,985 pairs from IEDB/IMGT. The task is: Regression. Given a peptide amino acid sequence and an MHC pseudo amino acid sequence, predict their binding affinity value. This is MHC class I binding data. (1) The peptide sequence is PLVQQEDDK. The MHC is HLA-A02:01 with pseudo-sequence HLA-A02:01. The binding affinity (normalized) is 0.0847. (2) The peptide sequence is CSGGAYDIII. The MHC is Patr-B0101 with pseudo-sequence Patr-B0101. The binding affinity (normalized) is 0.625. (3) The peptide sequence is WCRVGRGTI. The MHC is HLA-A01:01 with pseudo-sequence HLA-A01:01. The binding affinity (normalized) is 0.0847.